Dataset: Full USPTO retrosynthesis dataset with 1.9M reactions from patents (1976-2016). Task: Predict the reactants needed to synthesize the given product. (1) Given the product [OH:8][C:9]1[CH:10]=[C:11]2[C:15](=[CH:16][CH:17]=1)[NH:14][CH:13]=[C:12]2[CH:18]1[CH2:19][CH2:20][N:21]([CH2:24][CH2:25][CH2:26][CH2:27][CH2:28][CH2:29][CH2:30][N:31]2[C:32](=[O:41])[C:33]3=[CH:40][CH:39]=[CH:38][CH:37]=[C:34]3[C:35]2=[O:36])[CH2:22][CH2:23]1, predict the reactants needed to synthesize it. The reactants are: C([O:8][C:9]1[CH:10]=[C:11]2[C:15](=[CH:16][CH:17]=1)[NH:14][CH:13]=[C:12]2[C:18]1[CH2:19][CH2:20][N:21]([CH2:24][CH2:25][CH2:26][CH2:27][CH2:28][CH2:29][CH2:30][N:31]2[C:35](=[O:36])[C:34]3=[CH:37][CH:38]=[CH:39][CH:40]=[C:33]3[C:32]2=[O:41])[CH2:22][CH:23]=1)C1C=CC=CC=1.C([O-])=O.[NH4+]. (2) Given the product [F:12][C:5]1[CH:4]=[C:3]([CH2:2][NH:1][C:13]([O:15][C:16]([CH3:19])([CH3:18])[CH3:17])=[O:14])[CH:10]=[C:9]([F:11])[C:6]=1[C:7]#[N:8], predict the reactants needed to synthesize it. The reactants are: [NH2:1][CH2:2][C:3]1[CH:10]=[C:9]([F:11])[C:6]([C:7]#[N:8])=[C:5]([F:12])[CH:4]=1.[C:13](O[C:13]([O:15][C:16]([CH3:19])([CH3:18])[CH3:17])=[O:14])([O:15][C:16]([CH3:19])([CH3:18])[CH3:17])=[O:14]. (3) Given the product [NH2:14][C:8]1[CH:9]=[CH:10][CH:11]=[C:12]2[C:7]=1[NH:6][C:5](=[O:15])[CH:4]([NH:3][C:30](=[O:31])[C@H:25]([NH:24][C:22](=[O:23])[O:21][C:17]([CH3:20])([CH3:19])[CH3:18])[CH2:26][CH:27]([CH3:29])[CH3:28])[CH2:13]2, predict the reactants needed to synthesize it. The reactants are: Cl.Cl.[NH2:3][CH:4]1[CH2:13][C:12]2[C:7](=[C:8]([NH2:14])[CH:9]=[CH:10][CH:11]=2)[NH:6][C:5]1=[O:15].O.[C:17]([O:21][C:22]([NH:24][C@@H:25]([C:30](O)=[O:31])[CH2:26][CH:27]([CH3:29])[CH3:28])=[O:23])([CH3:20])([CH3:19])[CH3:18].ON1C2C=CC=CC=2N=N1.Cl.C(N=C=NCCCN(C)C)C.C(=O)(O)[O-].[Na+]. (4) Given the product [C:14]1([N:11]2[CH2:12][CH2:13][N:8]([C:6]3[N:7]=[C:2]([CH2:25][CH2:24][CH2:23][NH2:26])[C:3]4[S:22][CH2:21][CH2:20][C:4]=4[N:5]=3)[CH2:9][CH2:10]2)[CH:19]=[CH:18][CH:17]=[CH:16][CH:15]=1, predict the reactants needed to synthesize it. The reactants are: Cl[C:2]1[C:3]2[S:22][CH2:21][CH2:20][C:4]=2[N:5]=[C:6]([N:8]2[CH2:13][CH2:12][N:11]([C:14]3[CH:19]=[CH:18][CH:17]=[CH:16][CH:15]=3)[CH2:10][CH2:9]2)[N:7]=1.[CH2:23]([NH2:26])[CH2:24][CH3:25]. (5) Given the product [Cl:1][C:2]1[CH:3]=[CH:4][C:5]([C:8]2[C:17]3[C:12](=[CH:13][CH:14]=[CH:15][CH:16]=3)[C:11]([NH:18][C:19]3[CH:24]=[CH:23][C:22]([S:25][C:26]4[CH:27]=[CH:28][N:29]=[C:30]5[C:35]=4[NH:34][C:33](=[O:36])[CH:32]=[CH:31]5)=[CH:21][CH:20]=3)=[N:10][N:9]=2)=[N:6][CH:7]=1, predict the reactants needed to synthesize it. The reactants are: [Cl:1][C:2]1[CH:3]=[CH:4][C:5]([C:8]2[C:17]3[C:12](=[CH:13][CH:14]=[CH:15][CH:16]=3)[C:11]([NH:18][C:19]3[CH:24]=[CH:23][C:22]([S:25][C:26]4[C:35]5[C:30](=[CH:31][CH:32]=[C:33]([O:36]C)[N:34]=5)[N:29]=[CH:28][CH:27]=4)=[CH:21][CH:20]=3)=[N:10][N:9]=2)=[N:6][CH:7]=1.Br.C(O)(=O)C.